This data is from Catalyst prediction with 721,799 reactions and 888 catalyst types from USPTO. The task is: Predict which catalyst facilitates the given reaction. (1) Reactant: C(OC([N:11]1[CH2:16][CH2:15][N:14]([CH2:17][C:18]2[CH:23]=[CH:22][C:21]([C:24]#[N:25])=[CH:20][CH:19]=2)[CH:13]([CH2:26][C:27]2[NH:31][CH:30]=[N:29][CH:28]=2)[CH2:12]1)=O)C1C=CC=CC=1.[H][H]. Product: [C:24]([C:21]1[CH:20]=[CH:19][C:18]([CH2:17][N:14]2[CH2:15][CH2:16][NH:11][CH2:12][CH:13]2[CH2:26][C:27]2[NH:31][CH:30]=[N:29][CH:28]=2)=[CH:23][CH:22]=1)#[N:25]. The catalyst class is: 29. (2) Reactant: [CH2:1]([O:8][C:9]1[CH:14]=[C:13]([O:15][CH2:16][C:17]2[CH:22]=[CH:21][CH:20]=[CH:19][CH:18]=2)[C:12]([CH:23]([CH3:25])[CH3:24])=[CH:11][C:10]=1[C:26]1[O:30][N:29]=[C:28]([C:31]([NH:33][CH2:34][CH3:35])=[O:32])[C:27]=1I)[C:2]1[CH:7]=[CH:6][CH:5]=[CH:4][CH:3]=1.C([Sn](CCCC)(CCCC)[C:42]1[O:46][N:45]=[C:44]([C:47](OCC)=O)[CH:43]=1)CCC. Product: [CH2:1]([O:8][C:9]1[CH:14]=[C:13]([O:15][CH2:16][C:17]2[CH:22]=[CH:21][CH:20]=[CH:19][CH:18]=2)[C:12]([CH:23]([CH3:25])[CH3:24])=[CH:11][C:10]=1[C:26]1[O:30][N:29]=[C:28]([C:31]([NH:33][CH2:34][CH3:35])=[O:32])[C:27]=1[C:42]1[O:46][N:45]=[C:44]([CH3:47])[CH:43]=1)[C:2]1[CH:7]=[CH:6][CH:5]=[CH:4][CH:3]=1. The catalyst class is: 73. (3) Reactant: Cl[C:2]1[C:11]2[C:6](=[CH:7][CH:8]=[C:9]([C:12]([O:14][CH2:15][CH3:16])=[O:13])[CH:10]=2)[N:5]=[C:4]([C:17]2[CH:22]=[CH:21][C:20]([O:23][CH3:24])=[CH:19][CH:18]=2)[C:3]=1[C:25]1[CH:30]=[CH:29][C:28]([O:31][CH3:32])=[CH:27][CH:26]=1. Product: [CH3:24][O:23][C:20]1[CH:19]=[CH:18][C:17]([C:4]2[C:3]([C:25]3[CH:30]=[CH:29][C:28]([O:31][CH3:32])=[CH:27][CH:26]=3)=[CH:2][C:11]3[C:6](=[CH:7][CH:8]=[C:9]([C:12]([O:14][CH2:15][CH3:16])=[O:13])[CH:10]=3)[N:5]=2)=[CH:22][CH:21]=1. The catalyst class is: 331.